This data is from Aqueous solubility values for 9,982 compounds from the AqSolDB database. The task is: Regression/Classification. Given a drug SMILES string, predict its absorption, distribution, metabolism, or excretion properties. Task type varies by dataset: regression for continuous measurements (e.g., permeability, clearance, half-life) or binary classification for categorical outcomes (e.g., BBB penetration, CYP inhibition). For this dataset (solubility_aqsoldb), we predict Y. (1) The drug is C=CCNC(=O)CN(CC=C)C(=O)C(Cl)Cl. The Y is -1.04 log mol/L. (2) The molecule is O=C(O)c1ccc2c(c1)C(=O)OC2=O. The Y is -0.896 log mol/L. (3) The compound is CCOCCNCc1cc2cc(S(N)(=O)=O)oc2s1. The Y is -0.920 log mol/L. (4) The molecule is Oc1c(Cl)cc(Cl)cc1Cc1ccccc1. The Y is -4.64 log mol/L. (5) The compound is CCOP(=S)(OCC)N1C(=O)c2ccccc2C1=O. The Y is -3.35 log mol/L. (6) The compound is O=C1CCCCCCCCCCCCCCCCCN1. The Y is -2.85 log mol/L. (7) The molecule is CCN(CC)C(=O)CCl. The Y is -0.243 log mol/L.